This data is from Peptide-MHC class I binding affinity with 185,985 pairs from IEDB/IMGT. The task is: Regression. Given a peptide amino acid sequence and an MHC pseudo amino acid sequence, predict their binding affinity value. This is MHC class I binding data. (1) The peptide sequence is RIKQIINMW. The MHC is HLA-B51:01 with pseudo-sequence HLA-B51:01. The binding affinity (normalized) is 0. (2) The peptide sequence is IPVDLVKSSF. The MHC is Patr-B1301 with pseudo-sequence Patr-B1301. The binding affinity (normalized) is 0.724. (3) The peptide sequence is KFSNSNIY. The MHC is HLA-A01:01 with pseudo-sequence HLA-A01:01. The binding affinity (normalized) is 0. (4) The peptide sequence is QPAGGKAEF. The MHC is HLA-A03:01 with pseudo-sequence HLA-A03:01. The binding affinity (normalized) is 0.0847. (5) The peptide sequence is NHIWVELSL. The MHC is Mamu-A07 with pseudo-sequence Mamu-A07. The binding affinity (normalized) is 1.00. (6) The peptide sequence is TWIDIEGRF. The MHC is H-2-Db with pseudo-sequence H-2-Db. The binding affinity (normalized) is 0.